Task: Predict the reaction yield, written as a fraction of the theoretical maximum amount of product (1.0 means a 100% yield; for example, 0.34 means a 34% yield).. Dataset: Reaction yield outcomes from USPTO patents with 853,638 reactions The reactants are [CH3:1][O:2][CH2:3][O:4][C:5]1[C:18]2[S:17][C:16]3[C:11](=[CH:12][CH:13]=[CH:14][CH:15]=3)[S:10][C:9]=2[C:8](B2OC(C)(C)C(C)(C)O2)=[CH:7][CH:6]=1.Cl[C:29]1[O:30][C:31]([N:36]2[CH2:41][CH2:40][O:39][CH2:38][CH2:37]2)=[CH:32][C:33](=[O:35])[CH:34]=1.C(=O)([O-])[O-].[K+].[K+]. The catalyst is O1CCOCC1. The product is [CH3:1][O:2][CH2:3][O:4][C:5]1[C:18]2[S:17][C:16]3[C:11](=[CH:12][CH:13]=[CH:14][CH:15]=3)[S:10][C:9]=2[C:8]([C:29]2[O:30][C:31]([N:36]3[CH2:37][CH2:38][O:39][CH2:40][CH2:41]3)=[CH:32][C:33](=[O:35])[CH:34]=2)=[CH:7][CH:6]=1. The yield is 0.790.